This data is from Peptide-MHC class I binding affinity with 185,985 pairs from IEDB/IMGT. The task is: Regression. Given a peptide amino acid sequence and an MHC pseudo amino acid sequence, predict their binding affinity value. This is MHC class I binding data. (1) The peptide sequence is AAILKQHKL. The MHC is HLA-A26:01 with pseudo-sequence HLA-A26:01. The binding affinity (normalized) is 0.0847. (2) The peptide sequence is HIASKINNNR. The binding affinity (normalized) is 0.365. The MHC is HLA-A31:01 with pseudo-sequence HLA-A31:01. (3) The peptide sequence is YLHIHPFKI. The MHC is HLA-A29:02 with pseudo-sequence HLA-A29:02. The binding affinity (normalized) is 0.0847.